Dataset: Forward reaction prediction with 1.9M reactions from USPTO patents (1976-2016). Task: Predict the product of the given reaction. Given the reactants Cl.[CH3:2][O:3][C:4]1[CH:5]=[C:6]([C:12]2[C:13]([CH3:25])([CH3:24])[C:14](=[O:23])[N:15]([CH:17]3[CH2:22][CH2:21][NH:20][CH2:19][CH2:18]3)[N:16]=2)[CH:7]=[CH:8][C:9]=1[O:10][CH3:11].[Cl:26][C:27]1[CH:35]=[N:34][CH:33]=[CH:32][C:28]=1[C:29](O)=[O:30], predict the reaction product. The product is: [Cl:26][C:27]1[CH:35]=[N:34][CH:33]=[CH:32][C:28]=1[C:29]([N:20]1[CH2:21][CH2:22][CH:17]([N:15]2[C:14](=[O:23])[C:13]([CH3:25])([CH3:24])[C:12]([C:6]3[CH:7]=[CH:8][C:9]([O:10][CH3:11])=[C:4]([O:3][CH3:2])[CH:5]=3)=[N:16]2)[CH2:18][CH2:19]1)=[O:30].